Dataset: Full USPTO retrosynthesis dataset with 1.9M reactions from patents (1976-2016). Task: Predict the reactants needed to synthesize the given product. (1) Given the product [CH3:1][C:2]1[CH:9]=[C:8]([O:10][CH2:11][C:12]2[S:16][C:15]([C:17]3[CH:18]=[CH:19][C:20]([C:23]([F:25])([F:26])[F:24])=[CH:21][CH:22]=3)=[N:14][C:13]=2[CH2:27][O:28][CH:29]2[CH2:34][CH2:33][CH2:32][CH2:31][O:30]2)[CH:7]=[CH:6][C:3]=1[C:4]1[NH:5][C:46](=[O:45])[O:37][N:36]=1, predict the reactants needed to synthesize it. The reactants are: [CH3:1][C:2]1[CH:9]=[C:8]([O:10][CH2:11][C:12]2[S:16][C:15]([C:17]3[CH:22]=[CH:21][C:20]([C:23]([F:26])([F:25])[F:24])=[CH:19][CH:18]=3)=[N:14][C:13]=2[CH2:27][O:28][CH:29]2[CH2:34][CH2:33][CH2:32][CH2:31][O:30]2)[CH:7]=[CH:6][C:3]=1[C:4]#[N:5].Cl.[NH2:36][OH:37].C(N(CC)CC)C.[O:45]1CCC[CH2:46]1. (2) The reactants are: [C:1](=O)([O-])[O-].[Cs+].[Cs+].[CH3:7][O:8][C:9]1[N:10]=[C:11]2[C:20](=[CH:21][CH:22]=1)[N:19]=[CH:18][C:17]1[O:16][CH2:15][CH:14]([C@H:23]3[CH2:28][CH2:27][C@H:26]([N:29]4[C:37](=[O:38])[C:36]5[C:31](=[CH:32][CH:33]=[CH:34][CH:35]=5)[C:30]4=[O:39])[CH2:25][CH2:24]3)[NH:13][C:12]2=1.IC. Given the product [CH3:7][O:8][C:9]1[N:10]=[C:11]2[C:20](=[CH:21][CH:22]=1)[N:19]=[CH:18][C:17]1[O:16][CH2:15][CH:14]([C@H:23]3[CH2:24][CH2:25][C@H:26]([N:29]4[C:30](=[O:39])[C:31]5[C:36](=[CH:35][CH:34]=[CH:33][CH:32]=5)[C:37]4=[O:38])[CH2:27][CH2:28]3)[N:13]([CH3:1])[C:12]2=1, predict the reactants needed to synthesize it. (3) The reactants are: CCCC[N+](CCCC)(CCCC)CCCC.[F-].C1(S([N:28]2[C:36]3[C:31](=[CH:32][C:33]([C:37]4[CH:42]=[CH:41][C:40]([CH2:43][N:44]5[CH2:49][CH2:48][O:47][CH2:46][CH2:45]5)=[CH:39][CH:38]=4)=[CH:34][CH:35]=3)[C:30]3[CH:50]=[C:51]([Cl:54])[CH:52]=[N:53][C:29]2=3)(=O)=O)C=CC=CC=1. Given the product [Cl:54][C:51]1[CH:52]=[N:53][C:29]2[NH:28][C:36]3[C:31]([C:30]=2[CH:50]=1)=[CH:32][C:33]([C:37]1[CH:38]=[CH:39][C:40]([CH2:43][N:44]2[CH2:45][CH2:46][O:47][CH2:48][CH2:49]2)=[CH:41][CH:42]=1)=[CH:34][CH:35]=3, predict the reactants needed to synthesize it. (4) The reactants are: CC1C=NC2C(C=1C)=CC=C1C=2N=CC(C)=C1C.[CH:19]1([N:23]2[CH2:29][CH2:28][CH2:27][N:26]([C:30]([N:32]3[CH2:35][CH:34]([OH:36])[CH2:33]3)=[O:31])[CH2:25][CH2:24]2)[CH2:22][CH2:21][CH2:20]1.Br[C:38]1[CH:39]=[CH:40][C:41]([C:44]([F:47])([F:46])[F:45])=[N:42][CH:43]=1. Given the product [CH:19]1([N:23]2[CH2:29][CH2:28][CH2:27][N:26]([C:30]([N:32]3[CH2:33][CH:34]([O:36][C:38]4[CH:43]=[N:42][C:41]([C:44]([F:47])([F:46])[F:45])=[CH:40][CH:39]=4)[CH2:35]3)=[O:31])[CH2:25][CH2:24]2)[CH2:22][CH2:21][CH2:20]1, predict the reactants needed to synthesize it. (5) The reactants are: [CH3:1][O:2][C:3](=[O:15])[C:4]1[CH:9]=[C:8]([O:10][CH3:11])[C:7]([CH3:12])=[C:6]([O:13][CH3:14])[CH:5]=1.[Br:16]Br. Given the product [CH3:1][O:2][C:3](=[O:15])[C:4]1[CH:5]=[C:6]([O:13][CH3:14])[C:7]([CH3:12])=[C:8]([O:10][CH3:11])[C:9]=1[Br:16], predict the reactants needed to synthesize it. (6) Given the product [O:20]=[C:19]([N:36]1[CH2:40][CH2:39][CH2:38][CH2:37]1)[CH2:18][C:15]1[CH:16]=[CH:17][C:12]([N:5]2[C:6]3[CH2:7][CH2:8][CH2:9][CH2:10][C:11]=3[C:3]([C:2]([F:23])([F:1])[F:22])=[N:4]2)=[CH:13][CH:14]=1, predict the reactants needed to synthesize it. The reactants are: [F:1][C:2]([F:23])([F:22])[C:3]1[C:11]2[CH2:10][CH2:9][CH2:8][CH2:7][C:6]=2[N:5]([C:12]2[CH:17]=[CH:16][C:15]([CH2:18][C:19](O)=[O:20])=[CH:14][CH:13]=2)[N:4]=1.C(N1C=CN=C1)(N1C=CN=C1)=O.[NH:36]1[CH2:40][CH2:39][CH2:38][CH2:37]1. (7) Given the product [CH:37]12[N:43]([CH2:44][CH2:45][O:1][C:2]3[CH:36]=[CH:35][C:5]([CH2:6][CH2:8][NH:9][C:10]4[CH:15]=[C:14]([O:16][CH3:17])[CH:13]=[CH:12][C:11]=4[CH:18]4[CH2:27][CH2:26][C:25]5[CH:24]=[C:23]([OH:28])[CH:22]=[CH:21][C:20]=5[CH2:19]4)=[CH:4][CH:3]=3)[CH:40]([CH2:41][CH2:42]1)[CH2:39][CH2:38]2, predict the reactants needed to synthesize it. The reactants are: [OH:1][C:2]1[CH:36]=[CH:35][C:5]([C:6]([CH2:8][NH:9][C:10]2[CH:15]=[C:14]([O:16][CH3:17])[CH:13]=[CH:12][C:11]=2[CH:18]2[CH2:27][CH2:26][C:25]3[CH:24]=[C:23]([O:28]C(=O)C(C)(C)C)[CH:22]=[CH:21][C:20]=3[CH2:19]2)=O)=[CH:4][CH:3]=1.[CH:37]12[N:43]([C:44](=O)[CH2:45]Br)[CH:40]([CH2:41][CH2:42]1)[CH2:39][CH2:38]2.